Dataset: Reaction yield outcomes from USPTO patents with 853,638 reactions. Task: Predict the reaction yield, written as a fraction of the theoretical maximum amount of product (1.0 means a 100% yield; for example, 0.34 means a 34% yield). The reactants are C(O)(=O)C.C(O[BH-](OC(=O)C)OC(=O)C)(=O)C.[Na+].[NH2:19][C:20]1[CH:21]=[C:22]2[C:26](=[CH:27][CH:28]=1)[NH:25][CH:24]=[CH:23]2.[C:29]([O:33][C:34]([N:36]1[CH2:41][CH2:40][C:39](=O)[CH2:38][CH2:37]1)=[O:35])([CH3:32])([CH3:31])[CH3:30].[OH-].[Na+]. The catalyst is ClCCCl. The product is [C:29]([O:33][C:34]([N:36]1[CH2:41][CH2:40][CH:39]([NH:19][C:20]2[CH:21]=[C:22]3[C:26](=[CH:27][CH:28]=2)[NH:25][CH:24]=[CH:23]3)[CH2:38][CH2:37]1)=[O:35])([CH3:32])([CH3:30])[CH3:31]. The yield is 0.960.